This data is from Forward reaction prediction with 1.9M reactions from USPTO patents (1976-2016). The task is: Predict the product of the given reaction. Given the reactants [O:1]=[C:2]1[CH2:19][CH2:18][C:5]2([CH2:10][CH2:9][N:8]([C:11]([O:13][C:14]([CH3:17])([CH3:16])[CH3:15])=[O:12])[CH2:7][CH2:6]2)[CH2:4][CH2:3]1.[BH4-].[Na+].C(O)(=O)C, predict the reaction product. The product is: [OH:1][CH:2]1[CH2:3][CH2:4][C:5]2([CH2:10][CH2:9][N:8]([C:11]([O:13][C:14]([CH3:15])([CH3:16])[CH3:17])=[O:12])[CH2:7][CH2:6]2)[CH2:18][CH2:19]1.